Dataset: Forward reaction prediction with 1.9M reactions from USPTO patents (1976-2016). Task: Predict the product of the given reaction. (1) Given the reactants [F:1][C:2]1[CH:3]=[C:4]([CH:22]=[CH:23][CH:24]=1)[CH2:5][O:6][C:7]1[CH:12]=[CH:11][C:10]([N:13]2[C:17](=[O:18])[CH2:16][C@H:15]([C:19](O)=[O:20])[CH2:14]2)=[CH:9][CH:8]=1.CN.[CH3:27][N:28](C(ON1N=NC2C=CC=CC1=2)=[N+](C)C)C.F[P-](F)(F)(F)(F)F, predict the reaction product. The product is: [CH3:27][NH:28][C:19]([C@H:15]1[CH2:16][C:17](=[O:18])[N:13]([C:10]2[CH:11]=[CH:12][C:7]([O:6][CH2:5][C:4]3[CH:22]=[CH:23][CH:24]=[C:2]([F:1])[CH:3]=3)=[CH:8][CH:9]=2)[CH2:14]1)=[O:20]. (2) Given the reactants [NH:1]([C:14]([O:16][CH2:17][C:18]1[CH:23]=[CH:22][CH:21]=[CH:20][CH:19]=1)=[O:15])[CH2:2][C:3]([NH:5][CH2:6][C:7]([NH:9][CH2:10][C:11]([OH:13])=[O:12])=[O:8])=[O:4].[C:24]([O:28][C:29](=[O:33])[CH2:30][CH2:31]N)([CH3:27])([CH3:26])[CH3:25].OC1C2N=N[NH:40]C=2C=CC=1.Cl.CN(C)CCCN=C=NCC, predict the reaction product. The product is: [NH:1]([C:14]([O:16][CH2:17][C:18]1[CH:19]=[CH:20][CH:21]=[CH:22][CH:23]=1)=[O:15])[CH2:2][C:3]([NH:5][CH2:6][C:7]([NH:9][CH2:10][C:11]([O:13][NH:40][C@H:30]([C:29]([O:28][C:24]([CH3:27])([CH3:26])[CH3:25])=[O:33])[CH3:31])=[O:12])=[O:8])=[O:4].